This data is from Forward reaction prediction with 1.9M reactions from USPTO patents (1976-2016). The task is: Predict the product of the given reaction. Given the reactants [C:1]([C:3]1[S:4][C:5]2[C:11]([C:12]#[N:13])=[C:10](/[N:14]=[CH:15]/[N:16](C)C)[CH:9]=[CH:8][C:6]=2[N:7]=1)#[N:2].[F:19][C:20]1[CH:26]=[CH:25][C:23](N)=[CH:22][CH:21]=1.[K+].[Br-], predict the reaction product. The product is: [F:19][C:20]1[CH:26]=[CH:25][C:23]([NH:13][C:12]2[C:11]3[C:10](=[CH:9][CH:8]=[C:6]4[N:7]=[C:3]([C:1]#[N:2])[S:4][C:5]4=3)[N:14]=[CH:15][N:16]=2)=[CH:22][CH:21]=1.